This data is from Full USPTO retrosynthesis dataset with 1.9M reactions from patents (1976-2016). The task is: Predict the reactants needed to synthesize the given product. (1) The reactants are: C[O:2][C:3](=[O:31])[C@@H:4]([O:28][CH2:29][CH3:30])[CH2:5][C:6]1[CH:11]=[CH:10][C:9]([O:12][CH2:13][C:14]2[N:15]=[C:16]([C:20]3[CH:25]=[CH:24][CH:23]=[CH:22][C:21]=3[CH3:26])[O:17][C:18]=2[CH3:19])=[CH:8][C:7]=1[CH3:27].[Li+].[OH-].Cl. Given the product [CH2:29]([O:28][C@@H:4]([CH2:5][C:6]1[CH:11]=[CH:10][C:9]([O:12][CH2:13][C:14]2[N:15]=[C:16]([C:20]3[CH:25]=[CH:24][CH:23]=[CH:22][C:21]=3[CH3:26])[O:17][C:18]=2[CH3:19])=[CH:8][C:7]=1[CH3:27])[C:3]([OH:31])=[O:2])[CH3:30], predict the reactants needed to synthesize it. (2) Given the product [CH2:1]([O:3][C:4]([C:6]1[CH:7]=[N:8][N:9]([C:11]2[N:15]([CH2:16][O:17][CH2:18][CH2:19][O:20][CH3:21])[C:14]3[CH:22]=[C:23]([Cl:34])[C:24]([NH:26][CH2:27][C:28]4[CH:33]=[CH:32][CH:31]=[CH:30][CH:29]=4)=[CH:25][C:13]=3[N:12]=2)[CH:10]=1)=[O:5])[CH3:2], predict the reactants needed to synthesize it. The reactants are: [CH2:1]([O:3][C:4]([C:6]1[CH:7]=[N:8][N:9]([C:11]2[N:15]([CH2:16][O:17][CH2:18][CH2:19][O:20][CH3:21])[C:14]3[CH:22]=[C:23]([Cl:34])[C:24]([N:26]=[CH:27][C:28]4[CH:33]=[CH:32][CH:31]=[CH:30][CH:29]=4)=[CH:25][C:13]=3[N:12]=2)[CH:10]=1)=[O:5])[CH3:2].[BH4-].[Na+]. (3) The reactants are: [CH2:1]([O:8][C:9](=[O:27])[NH:10][S:11](=[O:26])(=[O:25])[NH:12][C@@H:13]1[CH2:18][C@@H:17]([C:19](=[O:23])[N:20]([CH3:22])[CH3:21])[CH2:16][CH2:15][C@H:14]1[OH:24])[C:2]1[CH:7]=[CH:6][CH:5]=[CH:4][CH:3]=1.C(Cl)Cl.[CH3:31][S:32](Cl)(=[O:34])=[O:33]. Given the product [CH3:31][S:32]([O:24][C@@H:14]1[CH2:15][CH2:16][C@H:17]([C:19](=[O:23])[N:20]([CH3:22])[CH3:21])[CH2:18][C@H:13]1[NH:12][S:11](=[O:26])(=[O:25])[NH:10][C:9]([O:8][CH2:1][C:2]1[CH:3]=[CH:4][CH:5]=[CH:6][CH:7]=1)=[O:27])(=[O:34])=[O:33], predict the reactants needed to synthesize it. (4) Given the product [CH3:1][O:2][C:3]([C:5]1[N:6]=[C:7]([NH:10][C:11](=[O:42])[C@@H:12]([N:20]2[C:21](=[O:41])[CH:22]([C:23]3[CH:32]=[CH:31][C:26]4[N:27]([CH3:30])[CH:28]=[N:29][C:25]=4[CH:24]=3)[NH:33][C:34]2=[O:36])[CH2:13][C:14]2[CH:15]=[CH:16][CH:17]=[CH:18][CH:19]=2)[S:8][CH:9]=1)=[O:4], predict the reactants needed to synthesize it. The reactants are: [CH3:1][O:2][C:3]([C:5]1[N:6]=[C:7]([NH:10][C:11](=[O:42])[C@@H:12]([NH:20][C:21](=[O:41])[CH:22]([NH:33][C:34]([O:36]C(C)(C)C)=O)[C:23]2[CH:32]=[CH:31][C:26]3[N:27]([CH3:30])[CH:28]=[N:29][C:25]=3[CH:24]=2)[CH2:13][C:14]2[CH:19]=[CH:18][CH:17]=[CH:16][CH:15]=2)[S:8][CH:9]=1)=[O:4].ClCCl.C(=O)(O)[O-].[Na+].C(=O)=O.C(N(C(C)C)CC)(C)C.O=C(Cl)OC(Cl)(Cl)Cl. (5) Given the product [CH:6]([O:9][C:10](=[O:27])[CH2:11][C@H:12]([CH:21]1[CH2:22][CH2:23][N:24]([S:2]([CH3:1])(=[O:4])=[O:3])[CH2:25][CH2:26]1)[C:13]1[CH:18]=[C:17]([F:19])[CH:16]=[C:15]([F:20])[CH:14]=1)([CH3:8])[CH3:7], predict the reactants needed to synthesize it. The reactants are: [CH3:1][S:2](Cl)(=[O:4])=[O:3].[CH:6]([O:9][C:10](=[O:27])[CH2:11][C@H:12]([CH:21]1[CH2:26][CH2:25][NH:24][CH2:23][CH2:22]1)[C:13]1[CH:18]=[C:17]([F:19])[CH:16]=[C:15]([F:20])[CH:14]=1)([CH3:8])[CH3:7].C(N(CC)CC)C. (6) Given the product [Br:1][C:2]1[CH:3]=[CH:4][C:5]([C:16]2[CH:15]=[CH:14][N:13]=[C:12]([F:11])[CH:17]=2)=[C:6]([CH:9]=1)[C:7]#[N:8], predict the reactants needed to synthesize it. The reactants are: [Br:1][C:2]1[CH:3]=[CH:4][C:5](I)=[C:6]([CH:9]=1)[C:7]#[N:8].[F:11][C:12]1[CH:17]=[C:16](B(O)O)[CH:15]=[CH:14][N:13]=1.C([O-])([O-])=O.[Na+].[Na+].C1(C)C=CC=CC=1. (7) Given the product [F:21][C:19]1[CH:18]=[CH:17][C:16]([N+:22]([O-:24])=[O:23])=[C:15]([NH:1][C:2]2[CH:7]=[CH:6][N:5]=[CH:4][N:3]=2)[CH:20]=1, predict the reactants needed to synthesize it. The reactants are: [NH2:1][C:2]1[CH:7]=[CH:6][N:5]=[CH:4][N:3]=1.CC(C)([O-])C.[K+].F[C:15]1[CH:20]=[C:19]([F:21])[CH:18]=[CH:17][C:16]=1[N+:22]([O-:24])=[O:23]. (8) Given the product [C:31](/[C:9](=[CH:8]\[C:6]1[NH:7][CH:2]=[CH:3][N:33]=1)/[C:10]([NH:12][CH:13]([C:17]1[CH:18]=[CH:19][C:20]([O:23][CH2:24][CH2:25][N:26]([CH3:27])[CH3:29])=[CH:21][CH:22]=1)[CH2:14][CH2:15][CH3:16])=[O:11])#[N:32], predict the reactants needed to synthesize it. The reactants are: Br[C:2]1[N:7]=[C:6](/[CH:8]=[C:9](\[C:31]#[N:32])/[C:10]([NH:12][CH:13]([C:17]2[CH:22]=[CH:21][C:20]([O:23][CH2:24][CH2:25][N:26]([CH2:29]C)[CH2:27]C)=[CH:19][CH:18]=2)[CH2:14][CH2:15][CH3:16])=[O:11])C=C[CH:3]=1.[NH:33]1C=CN=C1C=O.C(CC(NC(C1C=CC(OCCN(C)C)=CC=1)CCC)=O)#N. (9) Given the product [ClH:8].[Br:1][C:2]1[C:3]([N:9]2[CH2:14][CH2:13][O:12][CH2:11][CH:10]2[C:15]([OH:17])=[O:16])=[N:4][C:5]([N:20]2[CH:21]=[CH:22][N:23]=[C:19]2[CH3:18])=[N:6][CH:7]=1, predict the reactants needed to synthesize it. The reactants are: [Br:1][C:2]1[C:3]([N:9]2[CH2:14][CH2:13][O:12][CH2:11][CH:10]2[C:15]([OH:17])=[O:16])=[N:4][C:5]([Cl:8])=[N:6][CH:7]=1.[CH3:18][C:19]1[NH:20][CH:21]=[CH:22][N:23]=1.C([O-])([O-])=O.[Cs+].[Cs+].O.